Dataset: Forward reaction prediction with 1.9M reactions from USPTO patents (1976-2016). Task: Predict the product of the given reaction. (1) Given the reactants [C:1]([O:5][C:6](=[O:16])[C:7]1[CH:12]=[CH:11][C:10]([CH:13]=O)=[CH:9][C:8]=1[CH3:15])([CH3:4])([CH3:3])[CH3:2].[C:17]([O-])(=O)C.[Na+].Cl.[CH3:23][NH:24][OH:25], predict the reaction product. The product is: [C:1]([O:5][C:6]([C:7]1[CH:12]=[CH:11][C:10]([CH:13]=[C:23]=[N+:24]([CH3:17])[O-:25])=[CH:9][C:8]=1[CH3:15])=[O:16])([CH3:4])([CH3:3])[CH3:2]. (2) The product is: [I:1][C:2]1[CH:3]=[C:4]2[C:9](=[CH:10][CH:11]=1)[C:8](=[O:12])[NH:7][C:6](=[O:13])/[C:5]/2=[CH:14]\[NH:15][C:16]1[CH:17]=[CH:18][C:19]([N:22]2[CH2:23][CH2:24][N:25]([CH:43]([CH3:45])[CH3:42])[CH2:26][CH2:27]2)=[CH:20][CH:21]=1. Given the reactants [I:1][C:2]1[CH:3]=[C:4]2[C:9](=[CH:10][CH:11]=1)[C:8](=[O:12])[NH:7][C:6](=[O:13])/[C:5]/2=[CH:14]\[NH:15][C:16]1[CH:21]=[CH:20][C:19]([N:22]2[CH2:27][CH2:26][NH:25][CH2:24][CH2:23]2)=[CH:18][CH:17]=1.C(O[BH-](OC(=O)C)OC(=O)C)(=O)C.[Na+].[CH3:42][C:43]([CH3:45])=O.C(O)(=O)C.C(=O)(O)[O-].[Na+], predict the reaction product. (3) Given the reactants CN(C)C=O.[CH3:6][C:7]([CH3:36])([CH3:35])[CH2:8][CH2:9][NH:10][C:11]([NH:13][C:14]1[CH:19]=[CH:18][C:17]([O:20][C:21]2[C:30]3[C:25](=[CH:26][C:27]([OH:33])=[C:28]([O:31][CH3:32])[CH:29]=3)[N:24]=[CH:23][CH:22]=2)=[CH:16][C:15]=1[F:34])=[O:12].C(=O)([O-])[O-].[K+].[K+].Cl.Cl[CH2:45][CH2:46][N:47]1[CH2:52][CH2:51][O:50][CH2:49][CH2:48]1, predict the reaction product. The product is: [CH3:6][C:7]([CH3:36])([CH3:35])[CH2:8][CH2:9][NH:10][C:11]([NH:13][C:14]1[CH:19]=[CH:18][C:17]([O:20][C:21]2[C:30]3[C:25](=[CH:26][C:27]([O:33][CH2:45][CH2:46][N:47]4[CH2:52][CH2:51][O:50][CH2:49][CH2:48]4)=[C:28]([O:31][CH3:32])[CH:29]=3)[N:24]=[CH:23][CH:22]=2)=[CH:16][C:15]=1[F:34])=[O:12].